This data is from Full USPTO retrosynthesis dataset with 1.9M reactions from patents (1976-2016). The task is: Predict the reactants needed to synthesize the given product. Given the product [ClH:25].[CH2:17]([N:16]([CH2:19][CH3:20])[CH2:15][CH2:14][N:12]1[C:11]2[CH:10]=[CH:9][C:8]([C:28](=[O:29])[CH2:27][CH2:26][Cl:25])=[CH:7][C:6]=2[C:5]2[C:13]1=[CH:1][CH:2]=[C:3]([C:28](=[O:29])[CH2:27][CH2:26][Cl:22])[CH:4]=2)[CH3:18], predict the reactants needed to synthesize it. The reactants are: [CH:1]1[C:13]2[N:12]([CH2:14][CH2:15][N:16]([CH2:19][CH3:20])[CH2:17][CH3:18])[C:11]3[C:6](=[CH:7][CH:8]=[CH:9][CH:10]=3)[C:5]=2[CH:4]=[CH:3][CH:2]=1.[Al+3].[Cl-:22].[Cl-].[Cl-].[Cl:25][CH2:26][CH2:27][C:28](Cl)=[O:29].Cl.